From a dataset of Forward reaction prediction with 1.9M reactions from USPTO patents (1976-2016). Predict the product of the given reaction. (1) The product is: [CH3:2][O:3][C:4]1[CH:5]=[C:6]([C:12]2[C:13]([CH3:25])([CH3:24])[C:14](=[O:23])[N:15]([CH:17]3[CH2:22][CH2:21][N:20]([S:36]([C:27]4[CH:28]=[CH:29][C:30]5[C:35](=[CH:34][CH:33]=[CH:32][CH:31]=5)[CH:26]=4)(=[O:38])=[O:37])[CH2:19][CH2:18]3)[N:16]=2)[CH:7]=[CH:8][C:9]=1[O:10][CH3:11]. Given the reactants Cl.[CH3:2][O:3][C:4]1[CH:5]=[C:6]([C:12]2[C:13]([CH3:25])([CH3:24])[C:14](=[O:23])[N:15]([CH:17]3[CH2:22][CH2:21][NH:20][CH2:19][CH2:18]3)[N:16]=2)[CH:7]=[CH:8][C:9]=1[O:10][CH3:11].[CH:26]1[C:35]2[C:30](=[CH:31][CH:32]=[CH:33][CH:34]=2)[CH:29]=[CH:28][C:27]=1[S:36](Cl)(=[O:38])=[O:37], predict the reaction product. (2) Given the reactants C([O:3][C:4]([C:6]1[N:14]=[C:9]2[CH:10]=[CH:11][CH:12]=[CH:13][N:8]2[N:7]=1)=O)C.C1COCC1.[BH4-].[Na+].[NH4+].[Cl-], predict the reaction product. The product is: [N:14]1[C:6]([CH2:4][OH:3])=[N:7][N:8]2[CH:13]=[CH:12][CH:11]=[CH:10][C:9]=12. (3) Given the reactants [Si]([O:8][C:9]([C:18]1[CH:48]=[CH:47][C:21]([CH2:22][N:23]2[CH2:28][CH2:27][N:26]([C:29]([C:31]3[CH:36]=[CH:35][C:34]([NH:37][C:38]([NH:40][C@@H:41]([CH2:44][CH3:45])[CH2:42][OH:43])=[O:39])=[C:33]([F:46])[CH:32]=3)=[O:30])[CH2:25][CH2:24]2)=[CH:20][CH:19]=1)([C:14]([F:17])([F:16])[F:15])[C:10]([F:13])([F:12])[F:11])(C(C)(C)C)(C)C.[F-].[K+], predict the reaction product. The product is: [F:46][C:33]1[CH:32]=[C:31]([C:29]([N:26]2[CH2:25][CH2:24][N:23]([CH2:22][C:21]3[CH:20]=[CH:19][C:18]([C:9]([OH:8])([C:14]([F:16])([F:15])[F:17])[C:10]([F:13])([F:11])[F:12])=[CH:48][CH:47]=3)[CH2:28][CH2:27]2)=[O:30])[CH:36]=[CH:35][C:34]=1[NH:37][C:38]([NH:40][C@@H:41]([CH2:44][CH3:45])[CH2:42][OH:43])=[O:39]. (4) Given the reactants C([N:8]1[CH2:12][CH2:11][C:10]([C:17]2[CH:22]=[C:21]([Cl:23])[CH:20]=[C:19]([Cl:24])[CH:18]=2)([C:13]([F:16])([F:15])[F:14])[CH2:9]1)C1C=CC=CC=1.ClC(OC(Cl)C)=O, predict the reaction product. The product is: [Cl:23][C:21]1[CH:22]=[C:17]([C:10]2([C:13]([F:16])([F:15])[F:14])[CH2:11][CH2:12][NH:8][CH2:9]2)[CH:18]=[C:19]([Cl:24])[CH:20]=1. (5) Given the reactants [CH3:1][O:2][C:3]1[CH:4]=[C:5]([CH:11]([NH:13][C:14]2[N:19]=[C:18]([N:20]3[C@@H:24]([CH:25]([CH3:27])[CH3:26])[CH2:23][O:22][C:21]3=[O:28])[CH:17]=[CH:16][N:15]=2)[CH3:12])[CH:6]=[CH:7][C:8]=1[O:9][CH3:10].CC(O)C, predict the reaction product. The product is: [CH3:1][O:2][C:3]1[CH:4]=[C:5]([C@H:11]([NH:13][C:14]2[N:19]=[C:18]([N:20]3[C@@H:24]([CH:25]([CH3:27])[CH3:26])[CH2:23][O:22][C:21]3=[O:28])[CH:17]=[CH:16][N:15]=2)[CH3:12])[CH:6]=[CH:7][C:8]=1[O:9][CH3:10].[CH3:1][O:2][C:3]1[CH:4]=[C:5]([C@@H:11]([NH:13][C:14]2[N:19]=[C:18]([N:20]3[C@@H:24]([CH:25]([CH3:27])[CH3:26])[CH2:23][O:22][C:21]3=[O:28])[CH:17]=[CH:16][N:15]=2)[CH3:12])[CH:6]=[CH:7][C:8]=1[O:9][CH3:10]. (6) The product is: [CH3:1][O:2][N:3]=[C:22]1[C:15]2[C:16](=[N:17][CH:18]=[CH:19][C:14]=2[CH3:13])[O:20][CH2:21]1. Given the reactants [CH3:1][O:2][N:3]=C1C2C=CN=NC=2OC1.[CH3:13][C:14]1[CH:19]=[CH:18][N:17]=[C:16]2[O:20][CH2:21][C:22](=O)[C:15]=12, predict the reaction product. (7) The product is: [F:23][CH:22]([F:24])[O:1][C:2]1[CH:3]=[C:4]([CH:9]=[CH:10][C:11]=1[N+:12]([O-:14])=[O:13])[C:5]([O:7][CH3:8])=[O:6]. Given the reactants [OH:1][C:2]1[CH:3]=[C:4]([CH:9]=[CH:10][C:11]=1[N+:12]([O-:14])=[O:13])[C:5]([O:7][CH3:8])=[O:6].C([O-])([O-])=O.[K+].[K+].I[CH:22]([F:24])[F:23].O, predict the reaction product.